The task is: Predict the reactants needed to synthesize the given product.. This data is from Full USPTO retrosynthesis dataset with 1.9M reactions from patents (1976-2016). (1) Given the product [Cl:14][C:15]1[CH:45]=[CH:44][C:18]([CH2:19][O:20][C:21]2[CH:26]=[CH:25][N:24]([C:27]3[CH:28]=[CH:29][C:30]4[N:34]=[C:33]([CH:35]5[CH2:37][CH:36]5[C:38]#[N:40])[N:32]([CH3:41])[C:31]=4[CH:42]=3)[C:23](=[O:43])[CH:22]=2)=[CH:17][CH:16]=1, predict the reactants needed to synthesize it. The reactants are: FC(F)(F)C(OC(=O)C(F)(F)F)=O.[Cl:14][C:15]1[CH:45]=[CH:44][C:18]([CH2:19][O:20][C:21]2[CH:26]=[CH:25][N:24]([C:27]3[CH:28]=[CH:29][C:30]4[N:34]=[C:33]([CH:35]5[CH2:37][CH:36]5[C:38]([NH2:40])=O)[N:32]([CH3:41])[C:31]=4[CH:42]=3)[C:23](=[O:43])[CH:22]=2)=[CH:17][CH:16]=1.N1C=CC=CC=1. (2) Given the product [F:16][C:9]1[CH:8]=[C:7]2[C:12]([N:13]=[C:14]([CH3:15])[C:5]3[N:6]2[C:2]([C:20]2[CH:21]=[CH:22][CH:23]=[CH:24][C:19]=2[CH3:18])=[N:3][C:4]=3[CH3:17])=[CH:11][CH:10]=1, predict the reactants needed to synthesize it. The reactants are: Br[C:2]1[N:6]2[C:7]3[C:12]([N:13]=[C:14]([CH3:15])[C:5]2=[C:4]([CH3:17])[N:3]=1)=[CH:11][CH:10]=[C:9]([F:16])[CH:8]=3.[CH3:18][C:19]1[CH:24]=[CH:23][CH:22]=[CH:21][C:20]=1B(O)O.C([O-])([O-])=O.[K+].[K+]. (3) The reactants are: [C:1]1([C:7]#[C:8][CH2:9][O:10][SiH:11]([CH:15]([CH3:17])[CH3:16])[CH:12]([CH3:14])[CH3:13])[CH2:6][CH2:5][CH2:4][CH2:3][CH:2]=1.CC([O-])(C)C.[K+]. Given the product [C:1]1([C:7]2[Si:11]([CH:15]([CH3:17])[CH3:16])([CH:12]([CH3:13])[CH3:14])[O:10][CH2:9][CH:8]=2)[CH2:6][CH2:5][CH2:4][CH2:3][CH:2]=1, predict the reactants needed to synthesize it.